From a dataset of Full USPTO retrosynthesis dataset with 1.9M reactions from patents (1976-2016). Predict the reactants needed to synthesize the given product. (1) The reactants are: [C:1]([O:5][C:6]([N:8]1[CH2:16][C:15]2[C:10](=[CH:11][CH:12]=[C:13](I)[CH:14]=2)[CH2:9]1)=[O:7])([CH3:4])([CH3:3])[CH3:2].[F:18][C:19]([F:23])([F:22])[CH2:20][OH:21]. Given the product [C:1]([O:5][C:6]([N:8]1[CH2:16][C:15]2[C:10](=[CH:11][CH:12]=[C:13]([O:21][CH2:20][C:19]([F:23])([F:22])[F:18])[CH:14]=2)[CH2:9]1)=[O:7])([CH3:4])([CH3:3])[CH3:2], predict the reactants needed to synthesize it. (2) The reactants are: [N:1]1[CH:6]=[CH:5][CH:4]=[CH:3][C:2]=1[C:7]1[CH:12]=[CH:11][C:10]([CH2:13][C:14]([OH:16])=O)=[CH:9][CH:8]=1.[F:17][C:18]1[CH:19]=[C:20]([CH:23]=[CH:24][CH:25]=1)[CH2:21][NH2:22].C1CN([P+](ON2N=NC3C=CC=CC2=3)(N2CCCC2)N2CCCC2)CC1.F[P-](F)(F)(F)(F)F.CCN(C(C)C)C(C)C. Given the product [F:17][C:18]1[CH:19]=[C:20]([CH:23]=[CH:24][CH:25]=1)[CH2:21][NH:22][C:14](=[O:16])[CH2:13][C:10]1[CH:9]=[CH:8][C:7]([C:2]2[CH:3]=[CH:4][CH:5]=[CH:6][N:1]=2)=[CH:12][CH:11]=1, predict the reactants needed to synthesize it. (3) Given the product [NH:35]1[CH2:34][CH:33]([N:32]2[C:28]([C:13]3[CH:14]=[C:15]([C:18]4[CH:19]=[CH:20][C:21]([C:24]([F:26])([F:27])[F:25])=[CH:22][CH:23]=4)[CH:16]=[CH:17][C:12]=3[O:11][C:10]3[C:9]([Cl:8])=[CH:47][C:46]([S:48]([NH:51][C:52]4[S:53][CH:54]=[N:55][N:56]=4)(=[O:50])=[O:49])=[C:45]([F:68])[CH:44]=3)=[CH:29][CH:30]=[N:31]2)[CH2:36]1, predict the reactants needed to synthesize it. The reactants are: FC(F)(F)C(O)=O.[Cl:8][C:9]1[CH:47]=[C:46]([S:48]([N:51](CC2C=CC(OC)=CC=2OC)[C:52]2[S:53][CH:54]=[N:55][N:56]=2)(=[O:50])=[O:49])[C:45]([F:68])=[CH:44][C:10]=1[O:11][C:12]1[CH:17]=[CH:16][C:15]([C:18]2[CH:23]=[CH:22][C:21]([C:24]([F:27])([F:26])[F:25])=[CH:20][CH:19]=2)=[CH:14][C:13]=1[C:28]1[N:32]([CH:33]2[CH2:36][N:35](C(OC(C)(C)C)=O)[CH2:34]2)[N:31]=[CH:30][CH:29]=1. (4) Given the product [Br:26][C:27]1[CH:32]=[CH:31][C:30]([NH:33][C:21]([C:19]2[N:20]=[C:16]([CH2:15][O:14][C:13]3[CH:12]=[CH:11][C:10]([CH2:9][CH2:8][CH2:7][CH2:6][N:1]4[CH:5]=[CH:4][N:3]=[N:2]4)=[CH:25][CH:24]=3)[O:17][CH:18]=2)=[O:23])=[C:29]([F:34])[CH:28]=1, predict the reactants needed to synthesize it. The reactants are: [N:1]1([CH2:6][CH2:7][CH2:8][CH2:9][C:10]2[CH:25]=[CH:24][C:13]([O:14][CH2:15][C:16]3[O:17][CH:18]=[C:19]([C:21]([OH:23])=O)[N:20]=3)=[CH:12][CH:11]=2)[CH:5]=[CH:4][N:3]=[N:2]1.[Br:26][C:27]1[CH:32]=[CH:31][C:30]([NH2:33])=[C:29]([F:34])[CH:28]=1.